This data is from Catalyst prediction with 721,799 reactions and 888 catalyst types from USPTO. The task is: Predict which catalyst facilitates the given reaction. (1) Reactant: [Cl:1][C:2]1[CH:3]=[C:4]([C@@H:12]([CH2:16][CH:17]2[CH2:21][CH2:20][CH2:19][CH2:18]2)[C:13]([OH:15])=O)[CH:5]=[CH:6][C:7]=1[S:8]([CH3:11])(=[O:10])=[O:9].C(Cl)(=O)C(Cl)=O.[C:28]([O:32][N:33]=[C:34]([C:36]1[CH:41]=[N:40][C:39]([NH2:42])=[CH:38][N:37]=1)[CH3:35])([CH3:31])([CH3:30])[CH3:29].N1C(C)=CC=CC=1C. Product: [C:28]([O:32][N:33]=[C:34]([C:36]1[N:37]=[CH:38][C:39]([NH:42][C:13](=[O:15])[C@@H:12]([C:4]2[CH:5]=[CH:6][C:7]([S:8]([CH3:11])(=[O:9])=[O:10])=[C:2]([Cl:1])[CH:3]=2)[CH2:16][CH:17]2[CH2:21][CH2:20][CH2:19][CH2:18]2)=[N:40][CH:41]=1)[CH3:35])([CH3:29])([CH3:30])[CH3:31]. The catalyst class is: 832. (2) Reactant: ClC1[CH:10]=[C:9]([F:11])[CH:8]=[CH:7][C:3]=1C(O)=O.[CH3:12][O:13][C:14]1[CH:15]=[C:16]([CH:21]=[CH:22][C:23]=1[NH2:24])[C:17]([O:19][CH3:20])=[O:18].C(N([CH2:30][CH3:31])CC)C.[OH2:32].S(Cl)([Cl:35])=O. Product: [Cl:35][C:31]1[CH:30]=[CH:10][C:9]([F:11])=[CH:8][C:7]=1[C:3]([NH:24][C:23]1[CH:22]=[CH:21][C:16]([C:17]([O:19][CH3:20])=[O:18])=[CH:15][C:14]=1[O:13][CH3:12])=[O:32]. The catalyst class is: 4. (3) Reactant: F[C:2]1[C:3]([NH2:9])=[N:4][CH:5]=[C:6]([F:8])[N:7]=1.[CH3:10][O-:11].[Na+]. Product: [F:8][C:6]1[N:7]=[C:2]([O:11][CH3:10])[C:3]([NH2:9])=[N:4][CH:5]=1. The catalyst class is: 5. (4) Reactant: C(N(CC)CC)C.[O:8]=[C:9]1[N:15]([CH:16]2[CH2:21][CH2:20][N:19]([C:22]([O:24][C@@H:25]([C:39](O)=[O:40])[CH2:26][C:27]3[CH:32]=[C:31]([C:33]([F:36])([F:35])[F:34])[C:30]([NH2:37])=[C:29]([Cl:38])[CH:28]=3)=[O:23])[CH2:18][CH2:17]2)[CH2:14][CH2:13][C:12]2[CH:42]=[CH:43][CH:44]=[CH:45][C:11]=2[NH:10]1.[N:46]1([CH:59]2[CH2:64][CH2:63][NH:62][CH2:61][CH2:60]2)[CH2:51][CH2:50][CH:49]([O:52][CH2:53][C:54]([O:56][CH2:57][CH3:58])=[O:55])[CH2:48][CH2:47]1.CN(C(ON1N=NC2C=CC=CC1=2)=[N+](C)C)C.[B-](F)(F)(F)F.C([O-])(O)=O.[Na+]. Product: [O:8]=[C:9]1[N:15]([CH:16]2[CH2:17][CH2:18][N:19]([C:22]([O:24][C@H:25]([CH2:26][C:27]3[CH:32]=[C:31]([C:33]([F:35])([F:36])[F:34])[C:30]([NH2:37])=[C:29]([Cl:38])[CH:28]=3)[C:39]([N:62]3[CH2:61][CH2:60][CH:59]([N:46]4[CH2:51][CH2:50][CH:49]([O:52][CH2:53][C:54]([O:56][CH2:57][CH3:58])=[O:55])[CH2:48][CH2:47]4)[CH2:64][CH2:63]3)=[O:40])=[O:23])[CH2:20][CH2:21]2)[CH2:14][CH2:13][C:12]2[CH:42]=[CH:43][CH:44]=[CH:45][C:11]=2[NH:10]1. The catalyst class is: 3. (5) Reactant: [F:1][C:2]1[C:3]([CH3:12])=[CH:4][C:5]([N+:9]([O-:11])=[O:10])=[C:6]([OH:8])[CH:7]=1.[C:13](=O)([O-])[O-].[K+].[K+].IC.O. Product: [F:1][C:2]1[CH:7]=[C:6]([O:8][CH3:13])[C:5]([N+:9]([O-:11])=[O:10])=[CH:4][C:3]=1[CH3:12]. The catalyst class is: 9. (6) Reactant: [CH2:1]([O:8][C:9]1[CH:10]=[C:11]2[C:16](=[CH:17][C:18]=1[O:19][CH3:20])[CH:15]([CH3:21])[NH:14][CH2:13][CH2:12]2)[C:2]1[CH:7]=[CH:6][CH:5]=[CH:4][CH:3]=1.[CH3:22][O:23][C:24]1[CH:25]=[C:26]([CH:29]=[C:30]([O:34][CH3:35])[C:31]=1[O:32][CH3:33])[CH2:27]Cl.C(N(CC)CC)C. Product: [CH3:35][O:34][C:30]1[CH:29]=[C:26]([CH:25]=[C:24]([O:23][CH3:22])[C:31]=1[O:32][CH3:33])[CH2:27][N:14]1[CH2:13][CH2:12][C:11]2[C:16](=[CH:17][C:18]([O:19][CH3:20])=[C:9]([O:8][CH2:1][C:2]3[CH:7]=[CH:6][CH:5]=[CH:4][CH:3]=3)[CH:10]=2)[CH:15]1[CH3:21]. The catalyst class is: 14. (7) Reactant: [CH3:1][N:2]1[C:27](=[O:28])[C@:5]2([CH2:9][CH2:8][C:7]([C:10]3[N:15]=[C:14]([CH3:16])[CH:13]=[C:12]([C:17]4[CH:22]=[CH:21][C:20]([C:23]([F:26])([F:25])[F:24])=[CH:19][CH:18]=4)[N:11]=3)=[N:6]2)[CH2:4][CH2:3]1.C(N)(C)(C)C.B.Cl.CC(C)=O.C(=O)=O. Product: [CH3:1][N:2]1[CH2:3][CH2:4][C:5]2([NH:6][CH:7]([C:10]3[N:15]=[C:14]([CH3:16])[CH:13]=[C:12]([C:17]4[CH:18]=[CH:19][C:20]([C:23]([F:26])([F:25])[F:24])=[CH:21][CH:22]=4)[N:11]=3)[CH2:8][CH2:9]2)[C:27]1=[O:28]. The catalyst class is: 2.